This data is from TCR-epitope binding with 47,182 pairs between 192 epitopes and 23,139 TCRs. The task is: Binary Classification. Given a T-cell receptor sequence (or CDR3 region) and an epitope sequence, predict whether binding occurs between them. (1) The epitope is GPGHKARVL. The TCR CDR3 sequence is CASSDGTGAPDTQYF. Result: 0 (the TCR does not bind to the epitope). (2) The epitope is CTELKLSDY. The TCR CDR3 sequence is CASSSVNEQFF. Result: 0 (the TCR does not bind to the epitope). (3) The epitope is ATVVIGTSK. The TCR CDR3 sequence is CASSLAPKEHWGYTF. Result: 1 (the TCR binds to the epitope). (4) The epitope is NLNESLIDL. The TCR CDR3 sequence is CASSPGQGAYEQYF. Result: 1 (the TCR binds to the epitope).